Dataset: Forward reaction prediction with 1.9M reactions from USPTO patents (1976-2016). Task: Predict the product of the given reaction. Given the reactants [CH2:1]([O:3][C:4](=[O:11])[C:5]([CH3:10])([CH3:9])[C:6]([OH:8])=O)[CH3:2].C1N=CN(C(N2C=NC=C2)=O)C=1.[SH:24][CH2:25][CH2:26][OH:27], predict the reaction product. The product is: [OH:27][CH2:26][CH2:25][S:24][C:6](=[O:8])[C:5]([CH3:10])([CH3:9])[C:4]([O:3][CH2:1][CH3:2])=[O:11].